From a dataset of Catalyst prediction with 721,799 reactions and 888 catalyst types from USPTO. Predict which catalyst facilitates the given reaction. (1) Reactant: Cl[C:2]1[CH:3]=[CH:4][C:5]2[O:14][CH2:13][CH2:12][C:11]3[CH:10]=[C:9]([C:15]4[N:16]([C:20]5[CH:25]=[CH:24][C:23]([F:26])=[CH:22][C:21]=5[F:27])[N:17]=[CH:18][N:19]=4)[S:8][C:7]=3[C:6]=2[N:28]=1.C[Si](C)(C)O[NH:32][CH2:33][CH3:34].CC(C1C=C(C(C)C)C(C2C=CC=CC=2P(C2CCCCC2)C2CCCCC2)=C(C(C)C)C=1)C.CC(C)([O-:74])C. Product: [F:27][C:21]1[CH:22]=[C:23]([F:26])[CH:24]=[CH:25][C:20]=1[N:16]1[C:15]([C:9]2[S:8][C:7]3[C:6]4[N:28]=[C:2]([NH:32][CH2:33][CH2:34][OH:74])[CH:3]=[CH:4][C:5]=4[O:14][CH2:13][CH2:12][C:11]=3[CH:10]=2)=[N:19][CH:18]=[N:17]1. The catalyst class is: 231. (2) Reactant: [CH3:1][Si:2]([CH3:28])([CH3:27])[CH2:3][CH2:4][O:5][CH2:6][N:7]1[C:11]2[N:12]=[CH:13][N:14]=[C:15]([C:16]3[CH:17]=[N:18][N:19]([CH:21]([CH2:25][CH3:26])[CH2:22][CH2:23]O)[CH:20]=3)[C:10]=2[CH:9]=[CH:8]1.CO.Cl.[NH2:32][OH:33].C(=O)(O)[O-].[K+]. Product: [CH3:27][Si:2]([CH3:28])([CH3:1])[CH2:3][CH2:4][O:5][CH2:6][N:7]1[C:11]2[N:12]=[CH:13][N:14]=[C:15]([C:16]3[CH:17]=[N:18][N:19]([CH:21]([CH2:25][CH3:26])[CH2:22]/[CH:23]=[N:32]/[OH:33])[CH:20]=3)[C:10]=2[CH:9]=[CH:8]1. The catalyst class is: 6. (3) Reactant: [C:1]([O:5][C:6]([NH:8][CH2:9][C@H:10]1[CH2:15][CH2:14][C@H:13]([C:16]([NH:18][C@H:19]([C:37](=[O:50])[NH:38][C:39]2[CH:44]=[CH:43][C:42]([C:45]3[N:46]=[N:47][NH:48][N:49]=3)=[CH:41][CH:40]=2)[CH2:20][C:21]2[CH:26]=[CH:25][C:24]([C:27]3[CH:32]=[CH:31][C:30]([C:33]([OH:35])=O)=[CH:29][C:28]=3[CH3:36])=[CH:23][CH:22]=2)=[O:17])[CH2:12][CH2:11]1)=[O:7])([CH3:4])([CH3:3])[CH3:2].[CH3:51][O:52][CH2:53][CH2:54][O:55][CH2:56][CH2:57][O:58][CH2:59][CH2:60][O:61][CH2:62][CH2:63][NH2:64].F[P-](F)(F)(F)(F)F.CN(C(ON1C2=NC=CC=C2N=N1)=[N+](C)C)C.C(N(CC)C(C)C)(C)C. Product: [CH3:36][C:28]1[CH:29]=[C:30]([C:33](=[O:35])[NH:64][CH2:63][CH2:62][O:61][CH2:60][CH2:59][O:58][CH2:57][CH2:56][O:55][CH2:54][CH2:53][O:52][CH3:51])[CH:31]=[CH:32][C:27]=1[C:24]1[CH:25]=[CH:26][C:21]([CH2:20][C@H:19]([NH:18][C:16]([C@H:13]2[CH2:12][CH2:11][C@H:10]([CH2:9][NH:8][C:6](=[O:7])[O:5][C:1]([CH3:2])([CH3:4])[CH3:3])[CH2:15][CH2:14]2)=[O:17])[C:37](=[O:50])[NH:38][C:39]2[CH:44]=[CH:43][C:42]([C:45]3[N:46]=[N:47][NH:48][N:49]=3)=[CH:41][CH:40]=2)=[CH:22][CH:23]=1. The catalyst class is: 7. (4) Reactant: [Cl:1][C:2]1[CH:7]=[CH:6][C:5]([C:8]2[C:13]([O:14][CH2:15][CH:16]3[CH2:18][CH2:17]3)=[CH:12][CH:11]=[CH:10][N+:9]=2[O-])=[CH:4][CH:3]=1.[CH2:20]([N:22](CC)CC)C.CN(C)C(Cl)=O.C[Si](C#N)(C)C. Product: [Cl:1][C:2]1[CH:7]=[CH:6][C:5]([C:8]2[N:9]=[C:10]([C:20]#[N:22])[CH:11]=[CH:12][C:13]=2[O:14][CH2:15][CH:16]2[CH2:18][CH2:17]2)=[CH:4][CH:3]=1. The catalyst class is: 10. (5) Reactant: Cl[C:2]1[CH:7]=[CH:6][C:5]([CH3:8])=[CH:4][CH:3]=1.[B:9](OC)([O:12]C)[O:10]C.[Li]. Product: [B:9]([OH:12])([OH:10])[C:2]1[CH:7]=[CH:6][C:5]([CH3:8])=[CH:4][CH:3]=1. The catalyst class is: 1.